Dataset: Full USPTO retrosynthesis dataset with 1.9M reactions from patents (1976-2016). Task: Predict the reactants needed to synthesize the given product. (1) Given the product [C:1]([O:5][C:6]([N:8]1[CH2:9][CH2:10][N:11]([C:14]2[CH:19]=[CH:18][CH:17]=[CH:16][C:15]=2[CH2:20][OH:21])[CH2:12][CH2:13]1)=[O:7])([CH3:4])([CH3:2])[CH3:3], predict the reactants needed to synthesize it. The reactants are: [C:1]([O:5][C:6]([N:8]1[CH2:13][CH2:12][N:11]([C:14]2[CH:19]=[CH:18][CH:17]=[CH:16][C:15]=2[C:20](O)=[O:21])[CH2:10][CH2:9]1)=[O:7])([CH3:4])([CH3:3])[CH3:2]. (2) Given the product [CH2:11]([N:7]1[C:8]2[C:4](=[CH:3][C:2]([NH:1][S:26]([C:22]3[CH:23]=[CH:24][CH:25]=[C:20]([Cl:19])[C:21]=3[CH3:30])(=[O:27])=[O:28])=[CH:10][CH:9]=2)[C:5](=[O:18])[NH:6]1)[C:12]1[CH:17]=[CH:16][CH:15]=[CH:14][CH:13]=1, predict the reactants needed to synthesize it. The reactants are: [NH2:1][C:2]1[CH:3]=[C:4]2[C:8](=[CH:9][CH:10]=1)[N:7]([CH2:11][C:12]1[CH:17]=[CH:16][CH:15]=[CH:14][CH:13]=1)[NH:6][C:5]2=[O:18].[Cl:19][C:20]1[C:21]([CH3:30])=[C:22]([S:26](Cl)(=[O:28])=[O:27])[CH:23]=[CH:24][CH:25]=1. (3) Given the product [CH3:1][O:2][C:3](=[O:53])[C@@H:4]([NH:20][C:21]([C@@H:23]1[CH2:32][C:31]2[CH:30]=[C:29]3[O:33][CH2:34][C@@H:35]([C:37]4[CH:42]=[CH:41][C:40]([O:43][CH2:44][C:45]5[CH:50]=[CH:49][C:48]([Cl:51])=[C:47]([Cl:52])[CH:46]=5)=[CH:39][CH:38]=4)[O:36][C:28]3=[CH:27][C:26]=2[CH2:25][N:24]1[S:64]([C:60]1[S:59][C:58]([NH:57][C:54](=[O:56])[CH3:55])=[N:62][C:61]=1[CH3:63])(=[O:65])=[O:66])=[O:22])[CH2:5][C:6]1[CH:11]=[CH:10][C:9]([C:12]2[CH:13]=[CH:14][C:15]([C:18]#[N:19])=[CH:16][CH:17]=2)=[CH:8][CH:7]=1, predict the reactants needed to synthesize it. The reactants are: [CH3:1][O:2][C:3](=[O:53])[C@@H:4]([NH:20][C:21]([C@@H:23]1[CH2:32][C:31]2[CH:30]=[C:29]3[O:33][CH2:34][C@@H:35]([C:37]4[CH:42]=[CH:41][C:40]([O:43][CH2:44][C:45]5[CH:50]=[CH:49][C:48]([Cl:51])=[C:47]([Cl:52])[CH:46]=5)=[CH:39][CH:38]=4)[O:36][C:28]3=[CH:27][C:26]=2[CH2:25][NH:24]1)=[O:22])[CH2:5][C:6]1[CH:11]=[CH:10][C:9]([C:12]2[CH:17]=[CH:16][C:15]([C:18]#[N:19])=[CH:14][CH:13]=2)=[CH:8][CH:7]=1.[C:54]([NH:57][C:58]1[S:59][C:60]([S:64](Cl)(=[O:66])=[O:65])=[C:61]([CH3:63])[N:62]=1)(=[O:56])[CH3:55]. (4) The reactants are: [Br:1][C:2]1[CH:3]=[C:4]([F:10])[C:5]([C:8]#[N:9])=[N:6][CH:7]=1.[CH3:11][Mg]Cl.[C:14](OC(=O)C)(=[O:16])[CH3:15]. Given the product [Br:1][C:2]1[CH:3]=[C:4]([F:10])[C:5]([C:8]([NH:9][C:14](=[O:16])[CH3:15])=[CH2:11])=[N:6][CH:7]=1, predict the reactants needed to synthesize it. (5) Given the product [Cl:1][C:2]1[N:3]=[C:4]([N:13]2[CH2:18][CH2:17][O:16][CH2:15][CH2:14]2)[C:5]2[S:10][C:25]([C:26]([NH:19][OH:20])=[O:27])=[CH:8][C:6]=2[N:7]=1, predict the reactants needed to synthesize it. The reactants are: [Cl:1][C:2]1[N:3]=[C:4]([N:13]2[CH2:18][CH2:17][O:16][CH2:15][CH2:14]2)[C:5]2[S:10]C(C#N)=[CH:8][C:6]=2[N:7]=1.[NH2:19][OH:20].Cl.C(Cl)Cl.[CH3:25][CH2:26][OH:27]. (6) Given the product [CH2:1]([O:8][CH:9]1[C:13](=[O:14])[CH2:12][N:11]([C:15](=[O:32])[C@H:16]([CH2:28][CH:29]([CH3:30])[CH3:31])[NH:17][C:18]([O:20][CH2:21][C:22]2[CH:23]=[CH:24][CH:25]=[CH:26][CH:27]=2)=[O:19])[CH2:10]1)[C:2]1[CH:7]=[CH:6][CH:5]=[CH:4][CH:3]=1, predict the reactants needed to synthesize it. The reactants are: [CH2:1]([O:8][CH:9]1[CH:13]([OH:14])[CH2:12][N:11]([C:15](=[O:32])[C@H:16]([CH2:28][CH:29]([CH3:31])[CH3:30])[NH:17][C:18]([O:20][CH2:21][C:22]2[CH:27]=[CH:26][CH:25]=[CH:24][CH:23]=2)=[O:19])[CH2:10]1)[C:2]1[CH:7]=[CH:6][CH:5]=[CH:4][CH:3]=1.CC(OI1(OC(C)=O)(OC(C)=O)OC(=O)C2C=CC=CC1=2)=O.C(=O)(O)[O-].[Na+].S([O-])([O-])(=O)=S.[Na+].[Na+].